From a dataset of Peptide-MHC class I binding affinity with 185,985 pairs from IEDB/IMGT. Regression. Given a peptide amino acid sequence and an MHC pseudo amino acid sequence, predict their binding affinity value. This is MHC class I binding data. (1) The peptide sequence is WMFRIRIIL. The MHC is HLA-A24:03 with pseudo-sequence HLA-A24:03. The binding affinity (normalized) is 0.0847. (2) The peptide sequence is YSDIFNNVL. The binding affinity (normalized) is 0.0847. The MHC is HLA-A31:01 with pseudo-sequence HLA-A31:01. (3) The peptide sequence is YPLTFGWCF. The MHC is HLA-A24:02 with pseudo-sequence HLA-A24:02. The binding affinity (normalized) is 0.334. (4) The peptide sequence is TQSVLCVKK. The MHC is HLA-A03:01 with pseudo-sequence HLA-A03:01. The binding affinity (normalized) is 0.358. (5) The peptide sequence is QEMPYPFVI. The MHC is HLA-B83:01 with pseudo-sequence HLA-B83:01. The binding affinity (normalized) is 0.0847. (6) The peptide sequence is VTFKTAHAK. The MHC is HLA-A03:01 with pseudo-sequence HLA-A03:01. The binding affinity (normalized) is 0.868. (7) The peptide sequence is KTGESSRSY. The MHC is HLA-A01:01 with pseudo-sequence HLA-A01:01. The binding affinity (normalized) is 0.242.